From a dataset of Reaction yield outcomes from USPTO patents with 853,638 reactions. Predict the reaction yield, written as a fraction of the theoretical maximum amount of product (1.0 means a 100% yield; for example, 0.34 means a 34% yield). (1) The reactants are [CH3:1][O:2][C:3]([C:5]1[CH:6]=[C:7]2[CH:12]=[CH:11][N:10]=[CH:9][N:8]2[C:13]=1[NH:14][C:15]1[CH:20]=[CH:19][C:18]([I:21])=[CH:17][C:16]=1[F:22])=[O:4].C1C(=O)N([Cl:30])C(=O)C1. The catalyst is C(Cl)Cl.O. The product is [CH3:1][O:2][C:3]([C:5]1[C:6]([Cl:30])=[C:7]2[CH:12]=[CH:11][N:10]=[CH:9][N:8]2[C:13]=1[NH:14][C:15]1[CH:20]=[CH:19][C:18]([I:21])=[CH:17][C:16]=1[F:22])=[O:4]. The yield is 0.480. (2) The reactants are [NH:1]1[CH:5]=[CH:4][CH:3]=[C:2]1[C:6]([OH:8])=O.C(Cl)(=O)C(Cl)=O.Cl.[CH3:16][O:17][NH:18][CH3:19]. The catalyst is C(Cl)Cl.CN(C=O)C.C(OCC)(=O)C. The product is [CH3:16][O:17][N:18]([CH3:19])[C:6]([C:2]1[NH:1][CH:5]=[CH:4][CH:3]=1)=[O:8]. The yield is 0.820. (3) The reactants are [Br:1]N1C(=O)CCC1=O.C1(P(C2C=CC=CC=2)C2C=CC=CC=2)C=CC=CC=1.[Cl:28][C:29]1[CH:34]=[CH:33][C:32]([CH2:35][O:36][CH2:37][CH2:38]O)=[CH:31][CH:30]=1. The catalyst is C(Cl)Cl.[Al]. The product is [Br:1][CH2:38][CH2:37][O:36][CH2:35][C:32]1[CH:33]=[CH:34][C:29]([Cl:28])=[CH:30][CH:31]=1. The yield is 0.570. (4) The reactants are [Cl:1][C:2]1[N:7]=[C:6]([O:8][C:9]([CH3:14])([CH3:13])[C:10]([OH:12])=O)[CH:5]=[CH:4][CH:3]=1.[NH2:15][C:16]1[C:21]([NH2:22])=[CH:20][CH:19]=[CH:18][N:17]=1.CCN=C=NCCCN(C)C. The catalyst is CN(C=O)C. The product is [NH2:22][C:21]1[C:16]([NH:15][C:10](=[O:12])[C:9]([O:8][C:6]2[CH:5]=[CH:4][CH:3]=[C:2]([Cl:1])[N:7]=2)([CH3:14])[CH3:13])=[N:17][CH:18]=[CH:19][CH:20]=1. The yield is 0.720. (5) The reactants are [Cl:1][C:2]1[N:7]=[C:6](Cl)[C:5]([Cl:9])=[CH:4][N:3]=1.[CH3:10][O:11][C:12]1[CH:17]=[CH:16][C:15]([OH:18])=[CH:14][CH:13]=1.C(=O)([O-])[O-].[K+].[K+]. The catalyst is CN1C(=O)CCC1. The product is [Cl:1][C:2]1[N:7]=[C:6]([O:18][C:15]2[CH:16]=[CH:17][C:12]([O:11][CH3:10])=[CH:13][CH:14]=2)[C:5]([Cl:9])=[CH:4][N:3]=1. The yield is 0.900. (6) The reactants are [F:1][C:2]1[CH:7]=[C:6]([F:8])[CH:5]=[CH:4][C:3]=1[NH2:9].N1C=CC=CC=1.Cl[C:17]([O:19][CH2:20][C:21]1[CH:26]=[CH:25][CH:24]=[CH:23][CH:22]=1)=[O:18]. The catalyst is ClCCl. The product is [CH2:20]([O:19][C:17](=[O:18])[NH:9][C:3]1[CH:4]=[CH:5][C:6]([F:8])=[CH:7][C:2]=1[F:1])[C:21]1[CH:26]=[CH:25][CH:24]=[CH:23][CH:22]=1. The yield is 0.850. (7) The reactants are [CH3:1][N:2]1[CH:6]=[CH:5][N:4]=[C:3]1[CH:7]1[CH:16]([C:17]2[CH:22]=[CH:21][CH:20]=[CH:19][CH:18]=2)[C:15](=O)[C:14]2[C:13]([C:24]([O:26]C)=O)=[CH:12][CH:11]=[CH:10][C:9]=2[NH:8]1.CN1C=CN=C1C1C(C2C=CC=CC=2)C(=O)C2C(C(OCC)=O)=CC=CC=2N1.O.[NH2:57][NH2:58]. The catalyst is CO. The product is [CH3:1][N:2]1[CH:6]=[CH:5][N:4]=[C:3]1[CH:7]1[NH:8][C:9]2[C:14]3[C:15](=[N:57][NH:58][C:24](=[O:26])[C:13]=3[CH:12]=[CH:11][CH:10]=2)[CH:16]1[C:17]1[CH:18]=[CH:19][CH:20]=[CH:21][CH:22]=1. The yield is 0.420.